From a dataset of Full USPTO retrosynthesis dataset with 1.9M reactions from patents (1976-2016). Predict the reactants needed to synthesize the given product. (1) Given the product [N:6]1[CH:7]=[CH:8][C:9]([NH2:10])=[C:4]([NH2:1])[C:5]=1[C:11]1[CH:16]=[CH:15][N:14]=[CH:13][CH:12]=1, predict the reactants needed to synthesize it. The reactants are: [N+:1]([C:4]1[C:5]([C:11]2[CH:16]=[CH:15][N:14]=[CH:13][CH:12]=2)=[N:6][CH:7]=[CH:8][C:9]=1[NH2:10])([O-])=O.[NH4+].[Cl-]. (2) Given the product [ClH:1].[ClH:1].[CH3:38][N:9]([CH3:8])[C:10]1[CH:11]=[CH:12][C:13]([CH2:14][CH2:15][N:16]2[CH2:20][CH2:19][C@@H:18]([N:21]3[C:27]4[CH:28]=[CH:29][CH:30]=[CH:31][C:26]=4[CH2:25][O:24][C:23]4[CH:32]=[CH:33][CH:34]=[CH:35][C:22]3=4)[CH2:17]2)=[CH:36][CH:37]=1, predict the reactants needed to synthesize it. The reactants are: [ClH:1].C(OCC)(=O)C.[CH3:8][N:9]([CH3:38])[C:10]1[CH:37]=[CH:36][C:13]([CH2:14][CH2:15][N:16]2[CH2:20][CH2:19][C@@H:18]([N:21]3[C:27]4[CH:28]=[CH:29][CH:30]=[CH:31][C:26]=4[CH2:25][O:24][C:23]4[CH:32]=[CH:33][CH:34]=[CH:35][C:22]3=4)[CH2:17]2)=[CH:12][CH:11]=1. (3) Given the product [F:2][C:3]1[CH:24]=[C:23]([NH:25][C:26]([NH:28][C:29](=[O:37])[CH2:30][C:31]2[CH:32]=[CH:33][CH:34]=[CH:35][CH:36]=2)=[S:27])[CH:22]=[CH:21][C:4]=1[O:5][C:6]1[C:15]2[C:10](=[CH:11][C:12]([O:19][CH3:20])=[C:13]([C:16]([NH:44][CH2:43][CH2:42][S:39]([CH3:38])(=[O:41])=[O:40])=[O:17])[CH:14]=2)[N:9]=[CH:8][CH:7]=1, predict the reactants needed to synthesize it. The reactants are: Cl.[F:2][C:3]1[CH:24]=[C:23]([NH:25][C:26]([NH:28][C:29](=[O:37])[CH2:30][C:31]2[CH:36]=[CH:35][CH:34]=[CH:33][CH:32]=2)=[S:27])[CH:22]=[CH:21][C:4]=1[O:5][C:6]1[C:15]2[C:10](=[CH:11][C:12]([O:19][CH3:20])=[C:13]([C:16](O)=[O:17])[CH:14]=2)[N:9]=[CH:8][CH:7]=1.[CH3:38][S:39]([CH2:42][CH2:43][NH2:44])(=[O:41])=[O:40].C(N(CC)CC)C.